This data is from NCI-60 drug combinations with 297,098 pairs across 59 cell lines. The task is: Regression. Given two drug SMILES strings and cell line genomic features, predict the synergy score measuring deviation from expected non-interaction effect. (1) Synergy scores: CSS=23.0, Synergy_ZIP=2.08, Synergy_Bliss=5.09, Synergy_Loewe=-85.2, Synergy_HSA=3.30. Drug 2: C(CN)CNCCSP(=O)(O)O. Drug 1: CC1CCC2CC(C(=CC=CC=CC(CC(C(=O)C(C(C(=CC(C(=O)CC(OC(=O)C3CCCCN3C(=O)C(=O)C1(O2)O)C(C)CC4CCC(C(C4)OC)O)C)C)O)OC)C)C)C)OC. Cell line: HCT116. (2) Drug 1: C1CNP(=O)(OC1)N(CCCl)CCCl. Drug 2: C1CN(P(=O)(OC1)NCCCl)CCCl. Cell line: HCC-2998. Synergy scores: CSS=1.98, Synergy_ZIP=-3.59, Synergy_Bliss=-7.75, Synergy_Loewe=-6.94, Synergy_HSA=-6.89.